Predict the product of the given reaction. From a dataset of Forward reaction prediction with 1.9M reactions from USPTO patents (1976-2016). (1) Given the reactants [NH2:1][C:2]1[CH:7]=[CH:6][C:5]([C:8]([CH3:12])([CH3:11])[C:9]#[N:10])=[CH:4][CH:3]=1.[CH3:13][O:14][C:15]1[CH:23]=[C:22]([O:24][CH3:25])[C:21]([O:26][CH3:27])=[CH:20][C:16]=1[C:17](O)=[O:18].C1C=CC2N(O)N=NC=2C=1.C(Cl)CCl, predict the reaction product. The product is: [C:9]([C:8]([CH3:12])([CH3:11])[C:5]1[CH:4]=[CH:3][C:2]([NH:1][C:17](=[O:18])[C:16]2[CH:20]=[C:21]([O:26][CH3:27])[C:22]([O:24][CH3:25])=[CH:23][C:15]=2[O:14][CH3:13])=[CH:7][CH:6]=1)#[N:10]. (2) Given the reactants [S:1]1(=[O:7])(=[O:6])[CH2:5][CH2:4][CH2:3][NH:2]1.Br[C:9]1[CH:10]=[CH:11][C:12]([C:15]([N:17]2[CH2:22][CH2:21][N:20]([C:23]3[CH:28]=[CH:27][C:26]([CH3:29])=[CH:25][C:24]=3[CH3:30])[CH2:19][CH2:18]2)=[O:16])=[N:13][CH:14]=1, predict the reaction product. The product is: [CH3:30][C:24]1[CH:25]=[C:26]([CH3:29])[CH:27]=[CH:28][C:23]=1[N:20]1[CH2:19][CH2:18][N:17]([C:15]([C:12]2[CH:11]=[CH:10][C:9]([N:2]3[CH2:3][CH2:4][CH2:5][S:1]3(=[O:7])=[O:6])=[CH:14][N:13]=2)=[O:16])[CH2:22][CH2:21]1. (3) Given the reactants C(OC([N:8]1[CH2:13][CH2:12][CH:11]([C:14]2[CH:19]=[CH:18][C:17]([CH2:20][N:21]3[CH2:26][CH2:25][O:24][CH2:23][CH2:22]3)=[CH:16][CH:15]=2)[CH2:10][CH2:9]1)=O)(C)(C)C.C(O)(C(F)(F)F)=O, predict the reaction product. The product is: [NH:8]1[CH2:13][CH2:12][CH:11]([C:14]2[CH:15]=[CH:16][C:17]([CH2:20][N:21]3[CH2:26][CH2:25][O:24][CH2:23][CH2:22]3)=[CH:18][CH:19]=2)[CH2:10][CH2:9]1. (4) The product is: [NH2:7][C:8]1[NH:13][C:12]2=[N:14][CH:15]=[CH:16][C:11]2=[CH:10][N:9]=1. Given the reactants C([NH:7][C:8]1[NH:13][C:12]2=[N:14][CH:15]=[CH:16][C:11]2=[CH:10][N:9]=1)(=O)C(C)(C)C.C(Cl)Cl, predict the reaction product. (5) Given the reactants [F:1][C:2]1[CH:7]=[CH:6][C:5]([C:8]2[O:9][C:10]3[CH:19]=[C:18]([NH:20][S:21]([CH3:24])(=[O:23])=[O:22])[C:17]([C:25]4[CH:30]=[CH:29][CH:28]=[CH:27][CH:26]=4)=[CH:16][C:11]=3[C:12]=2[C:13]([OH:15])=[O:14])=[CH:4][CH:3]=1.O[Li].O.O.Cl.[O:36]1CCO[CH2:38][CH2:37]1, predict the reaction product. The product is: [F:1][C:2]1[CH:3]=[CH:4][C:5]([C:8]2[O:9][C:10]3[CH:19]=[C:18]([N:20]([CH2:38][CH2:37][OH:36])[S:21]([CH3:24])(=[O:22])=[O:23])[C:17]([C:25]4[CH:26]=[CH:27][CH:28]=[CH:29][CH:30]=4)=[CH:16][C:11]=3[C:12]=2[C:13]([OH:15])=[O:14])=[CH:6][CH:7]=1. (6) Given the reactants [F:1][C:2]1[CH:17]=[CH:16][C:5]([CH2:6][N:7]2[CH2:14][CH:13]3[NH:15][CH:9]([CH2:10][O:11][CH2:12]3)[CH2:8]2)=[CH:4][CH:3]=1.[Cl:18][CH2:19][C:20](Cl)=[O:21].C([O-])([O-])=O.[Na+].[Na+], predict the reaction product. The product is: [Cl:18][CH2:19][C:20]([N:15]1[CH:9]2[CH2:8][N:7]([CH2:6][C:5]3[CH:16]=[CH:17][C:2]([F:1])=[CH:3][CH:4]=3)[CH2:14][CH:13]1[CH2:12][O:11][CH2:10]2)=[O:21]. (7) Given the reactants [Br:1][C:2]([F:21])([C:17]([F:20])([F:19])[F:18])[C:3]([F:16])([F:15])[O:4][C:5]1[CH:10]=[CH:9][C:8]([CH3:11])=[C:7]([N+:12]([O-])=O)[CH:6]=1.[Sn](Cl)(Cl)(Cl)Cl.Cl, predict the reaction product. The product is: [Br:1][C:2]([F:21])([C:17]([F:20])([F:18])[F:19])[C:3]([F:15])([F:16])[O:4][C:5]1[CH:10]=[CH:9][C:8]([CH3:11])=[C:7]([CH:6]=1)[NH2:12].